Dataset: Catalyst prediction with 721,799 reactions and 888 catalyst types from USPTO. Task: Predict which catalyst facilitates the given reaction. (1) Reactant: [O:1]=[C:2]1[C:10]2[C:5](=[CH:6][CH:7]=[CH:8][CH:9]=2)[C:4](=[O:11])[N:3]1[CH2:12][C:13]([OH:15])=O.C1C=CC(P(C2C=CC=CC=2)C2C=CC=CC=2)=CC=1.C(C#N)(Cl)(Cl)Cl.[NH2:41][C@@:42]([C:57]1[CH:62]=[CH:61][C:60]([O:63][CH2:64][CH2:65][CH2:66][C:67]([F:70])([F:69])[F:68])=[CH:59][CH:58]=1)([C:53]([F:56])([F:55])[F:54])[CH2:43][C:44]([C:46]1[CH:51]=[CH:50][C:49]([CH3:52])=[CH:48][CH:47]=1)=[O:45]. Product: [O:11]=[C:4]1[C:5]2[C:10](=[CH:9][CH:8]=[CH:7][CH:6]=2)[C:2](=[O:1])[N:3]1[CH2:12][C:13]([NH:41][C@:42]([C:57]1[CH:62]=[CH:61][C:60]([O:63][CH2:64][CH2:65][CH2:66][C:67]([F:68])([F:69])[F:70])=[CH:59][CH:58]=1)([CH2:43][C:44](=[O:45])[C:46]1[CH:47]=[CH:48][C:49]([CH3:52])=[CH:50][CH:51]=1)[C:53]([F:56])([F:55])[F:54])=[O:15]. The catalyst class is: 202. (2) Reactant: [NH2:1][C:2]1[CH:7]=[CH:6][C:5]([S:8]([NH2:11])(=[O:10])=[O:9])=[CH:4][C:3]=1[Cl:12].C(=O)([O-])[O-].[K+].[K+].[Cl:19][CH2:20][C:21](Cl)=[O:22].CCCCC.C(OCC)(=O)C. Product: [NH2:11][S:8]([C:5]1[CH:6]=[CH:7][C:2]([NH:1][C:21](=[O:22])[CH2:20][Cl:19])=[C:3]([Cl:12])[CH:4]=1)(=[O:9])=[O:10]. The catalyst class is: 1. (3) Reactant: N12CCCN=C1CCCCC2.Cl.[NH2:13][CH2:14][C:15]1[CH:23]=[CH:22][CH:21]=[C:20]2[C:16]=1[C:17](=[O:33])[N:18]([CH:25]1[CH2:30][CH2:29][C:28](=[O:31])[NH:27][C:26]1=[O:32])[C:19]2=[O:24].[CH2:34]([N:41]=[C:42]=[O:43])[C:35]1[CH:40]=[CH:39][CH:38]=[CH:37][CH:36]=1. Product: [O:32]=[C:26]1[CH:25]([N:18]2[C:17](=[O:33])[C:16]3[C:20](=[CH:21][CH:22]=[CH:23][C:15]=3[CH2:14][NH:13][C:42]([NH:41][CH2:34][C:35]3[CH:40]=[CH:39][CH:38]=[CH:37][CH:36]=3)=[O:43])[C:19]2=[O:24])[CH2:30][CH2:29][C:28](=[O:31])[NH:27]1. The catalyst class is: 23. (4) Reactant: [NH2:1][C:2]1[CH:9]=[CH:8][C:7]([CH2:10][CH2:11][CH3:12])=[CH:6][C:3]=1[C:4]#[N:5].[I:13]I. Product: [NH2:1][C:2]1[C:9]([I:13])=[CH:8][C:7]([CH2:10][CH2:11][CH3:12])=[CH:6][C:3]=1[C:4]#[N:5]. The catalyst class is: 14. (5) Reactant: [CH2:1]([NH:8][CH2:9][CH:10]([C:18]1[CH:23]=[CH:22][C:21]([Cl:24])=[C:20]([Cl:25])[CH:19]=1)[CH:11]1[CH2:15][O:14][C:13]([CH3:17])([CH3:16])[O:12]1)[C:2]1[CH:7]=[CH:6][CH:5]=[CH:4][CH:3]=1.C(N(CC)CC)C.[Cl:33][CH2:34][C:35](Cl)=[O:36].O. Product: [CH2:1]([N:8]([CH2:9][CH:10]([C:18]1[CH:23]=[CH:22][C:21]([Cl:24])=[C:20]([Cl:25])[CH:19]=1)[CH:11]1[CH2:15][O:14][C:13]([CH3:17])([CH3:16])[O:12]1)[C:35](=[O:36])[CH2:34][Cl:33])[C:2]1[CH:3]=[CH:4][CH:5]=[CH:6][CH:7]=1. The catalyst class is: 1.